Dataset: Reaction yield outcomes from USPTO patents with 853,638 reactions. Task: Predict the reaction yield, written as a fraction of the theoretical maximum amount of product (1.0 means a 100% yield; for example, 0.34 means a 34% yield). The reactants are O.NN.C([O:7][C@H:8]1[C@H:12]([O:13][C:14](=[O:21])[C:15]2[CH:20]=[CH:19][CH:18]=[CH:17][CH:16]=2)[C@H:11]([CH2:22][O:23][C:24](=[O:31])[C:25]2[CH:30]=[CH:29][CH:28]=[CH:27][CH:26]=2)[O:10][C@@H:9]1[N:32]1[CH:39]=[CH:38][C:36](=[O:37])[NH:35][C:33]1=[O:34])(=O)C.CC(C)=O. The catalyst is N1C=CC=CC=1.C(O)(=O)C. The product is [C:14]([O:13][C@@H:12]1[C@H:11]([CH2:22][O:23][C:24](=[O:31])[C:25]2[CH:30]=[CH:29][CH:28]=[CH:27][CH:26]=2)[O:10][C@H:9]([N:32]2[CH:39]=[CH:38][C:36](=[O:37])[NH:35][C:33]2=[O:34])[C@H:8]1[OH:7])(=[O:21])[C:15]1[CH:20]=[CH:19][CH:18]=[CH:17][CH:16]=1. The yield is 0.680.